From a dataset of Full USPTO retrosynthesis dataset with 1.9M reactions from patents (1976-2016). Predict the reactants needed to synthesize the given product. Given the product [Cl:39][C:36]1[CH:37]=[CH:38][C:33]([NH:32][C:31]([CH2:30][N:10]2[C:9]3[CH:8]=[CH:7][CH:6]=[C:5]([C:3]([OH:4])=[O:2])[C:13]=3[N:12]=[C:11]2[C:14](=[O:29])[NH:15][C:16]2[CH:21]=[CH:20][C:19]([N:22]3[CH2:27][CH2:26][O:25][CH2:24][C:23]3=[O:28])=[CH:18][CH:17]=2)=[O:40])=[N:34][CH:35]=1, predict the reactants needed to synthesize it. The reactants are: C[O:2][C:3]([C:5]1[C:13]2[N:12]=[C:11]([C:14](=[O:29])[NH:15][C:16]3[CH:21]=[CH:20][C:19]([N:22]4[CH2:27][CH2:26][O:25][CH2:24][C:23]4=[O:28])=[CH:18][CH:17]=3)[N:10]([CH2:30][C:31](=[O:40])[NH:32][C:33]3[CH:38]=[CH:37][C:36]([Cl:39])=[CH:35][N:34]=3)[C:9]=2[CH:8]=[CH:7][CH:6]=1)=[O:4].B(Br)(Br)Br.